Task: Predict the product of the given reaction.. Dataset: Forward reaction prediction with 1.9M reactions from USPTO patents (1976-2016) (1) Given the reactants [Cl:1][C:2]1[CH:7]=[CH:6][C:5]([CH:8]2[NH:12][C:11](=[O:13])[CH:10]([C:14]([CH:16]3[CH2:18][CH2:17]3)=O)[C:9]2=O)=[CH:4][CH:3]=1.[F:20][C:21]([F:28])([F:27])[C@H:22]([OH:26])[CH2:23][NH:24][NH2:25], predict the reaction product. The product is: [Cl:1][C:2]1[CH:7]=[CH:6][C:5]([CH:8]2[C:9]3[N:24]([CH2:23][C@@H:22]([OH:26])[C:21]([F:28])([F:27])[F:20])[N:25]=[C:14]([CH:16]4[CH2:18][CH2:17]4)[C:10]=3[C:11](=[O:13])[NH:12]2)=[CH:4][CH:3]=1. (2) Given the reactants C(N=C=NC(C)C)(C)C.[C:10](O)([CH3:13])([CH3:12])[CH3:11].ClCCl.[OH:18][C:19]1([C:22]([OH:24])=[O:23])[CH2:21][CH2:20]1, predict the reaction product. The product is: [OH:18][C:19]1([C:22]([O:24][C:10]([CH3:13])([CH3:12])[CH3:11])=[O:23])[CH2:21][CH2:20]1. (3) Given the reactants [O:1]1CCCO[CH:2]1[C:7]1[CH:12]=[CH:11][C:10]([C:13]2[S:14][C:15]3[C:20]([N:21]=2)=[CH:19][CH:18]=[C:17]([Cl:22])[N:16]=3)=[C:9]([F:23])[CH:8]=1, predict the reaction product. The product is: [Cl:22][C:17]1[N:16]=[C:15]2[S:14][C:13]([C:10]3[CH:11]=[CH:12][C:7]([CH:2]=[O:1])=[CH:8][C:9]=3[F:23])=[N:21][C:20]2=[CH:19][CH:18]=1. (4) Given the reactants Cl[C:2]1[CH:11]=[CH:10][C:9]2[C:4](=[CH:5][C:6]3[CH2:23][C:13]4([C:21]5[C:16](=[N:17][CH:18]=[CH:19][CH:20]=5)[NH:15][C:14]4=[O:22])[CH2:12][C:7]=3[CH:8]=2)[N:3]=1.[CH3:24][O:25][C:26]([C:28]1[CH:29]=[C:30](B(O)O)[CH:31]=[CH:32][CH:33]=1)=[O:27].C(=O)([O-])[O-].[K+].[K+].O, predict the reaction product. The product is: [O:22]=[C:14]1[NH:15][C:16]2=[N:17][CH:18]=[CH:19][CH:20]=[C:21]2[C:13]21[CH2:12][C:7]1[CH:8]=[C:9]3[C:4](=[CH:5][C:6]=1[CH2:23]2)[N:3]=[C:2]([C:32]1[CH:33]=[C:28]([CH:29]=[CH:30][CH:31]=1)[C:26]([O:25][CH3:24])=[O:27])[CH:11]=[CH:10]3. (5) The product is: [CH2:16]([O:15][C:13]1[O:5][C:4](=[O:6])[C:3]2[CH:7]=[C:8]([CH3:11])[CH:9]=[CH:10][C:2]=2[N:1]=1)[CH2:17][CH3:18]. Given the reactants [NH2:1][C:2]1[CH:10]=[CH:9][C:8]([CH3:11])=[CH:7][C:3]=1[C:4]([OH:6])=[O:5].Cl[C:13]([O:15][CH2:16][CH2:17][CH3:18])=O, predict the reaction product. (6) The product is: [F:1][C:2]1[CH:3]=[C:4]2[C:9](=[CH:10][C:11]=1[F:12])[N:8]=[C:7]([CH2:13][O:14][C:15]1[CH:16]=[CH:17][C:18]3[O:28][CH2:27][C:22]4=[N:23][CH:24]=[CH:25][CH:26]=[C:21]4[CH:20]([S:38][CH2:39][CH2:40][C:41]([OH:43])=[O:42])[C:19]=3[CH:30]=1)[CH:6]=[CH:5]2. Given the reactants [F:1][C:2]1[CH:3]=[C:4]2[C:9](=[CH:10][C:11]=1[F:12])[N:8]=[C:7]([CH2:13][O:14][C:15]1[CH:16]=[CH:17][C:18]3[O:28][CH2:27][C:22]4=[N:23][CH:24]=[CH:25][CH:26]=[C:21]4[CH:20](O)[C:19]=3[CH:30]=1)[CH:6]=[CH:5]2.FC(F)(F)C(O)=O.[SH:38][CH2:39][CH2:40][C:41]([OH:43])=[O:42].O, predict the reaction product. (7) Given the reactants [F:1][C:2]([F:20])([F:19])[C:3]1[CH:8]=[CH:7][C:6]([C:9]2[C:14]3[N:15]=[CH:16][N:17]=[CH:18][C:13]=3[CH2:12][CH2:11][N:10]=2)=[CH:5][CH:4]=1.[BH4-].[Na+], predict the reaction product. The product is: [F:20][C:2]([F:1])([F:19])[C:3]1[CH:8]=[CH:7][C:6]([CH:9]2[C:14]3[N:15]=[CH:16][N:17]=[CH:18][C:13]=3[CH2:12][CH2:11][NH:10]2)=[CH:5][CH:4]=1. (8) Given the reactants [N:1]([CH2:4][CH2:5][CH2:6][CH2:7][C:8]1([C:13]([NH:15][C@@H:16]([CH2:20][C:21]2[CH:26]=[CH:25][C:24]([C:27]3[C:28](=[O:37])[N:29]([CH3:36])[C:30](=[O:35])[N:31]([CH3:34])[C:32]=3[CH3:33])=[CH:23][CH:22]=2)[C:17]([OH:19])=[O:18])=[O:14])[CH2:12][CH2:11][CH2:10][CH2:9]1)=[N+]=[N-].CP(C)C, predict the reaction product. The product is: [NH2:1][CH2:4][CH2:5][CH2:6][CH2:7][C:8]1([C:13]([NH:15][C@@H:16]([CH2:20][C:21]2[CH:22]=[CH:23][C:24]([C:27]3[C:28](=[O:37])[N:29]([CH3:36])[C:30](=[O:35])[N:31]([CH3:34])[C:32]=3[CH3:33])=[CH:25][CH:26]=2)[C:17]([OH:19])=[O:18])=[O:14])[CH2:12][CH2:11][CH2:10][CH2:9]1. (9) Given the reactants [OH:1][CH:2]([CH2:6][CH2:7][S:8][CH3:9])[C:3]([OH:5])=[O:4].C.[CH2:11](O)[CH2:12][CH2:13][CH2:14][CH2:15][CH2:16][CH2:17][CH2:18][CH2:19][CH2:20][CH2:21][CH2:22][CH2:23][CH2:24][CH2:25][CH2:26][CH2:27][CH3:28].S([O-])(O)(=O)=O.[Na+], predict the reaction product. The product is: [OH:1][CH:2]([CH2:6][CH2:7][S:8][CH3:9])[C:3]([O:5][CH2:28][CH2:27][CH2:26][CH2:25][CH2:24][CH2:23][CH2:22][CH2:21][CH2:20][CH2:19][CH2:18][CH2:17][CH2:16][CH2:15][CH2:14][CH2:13][CH2:12][CH3:11])=[O:4]. (10) The product is: [N:8]([CH:2]1[CH2:7][CH2:6][CH2:5][CH:4]=[CH:3]1)=[N+:9]=[N-:10]. Given the reactants Br[CH:2]1[CH2:7][CH2:6][CH2:5][CH:4]=[CH:3]1.[N-:8]=[N+:9]=[N-:10].[Na+], predict the reaction product.